From a dataset of Forward reaction prediction with 1.9M reactions from USPTO patents (1976-2016). Predict the product of the given reaction. (1) The product is: [I:44][C:39]1[C:38]([I:45])=[CH:37][C:42]2[C:41](=[C:8]([CH2:9][CH2:10][CH3:11])[C:7]3[CH2:6][C:12]4[C:13]([CH2:30][C:31]=3[C:32]=2[CH2:33][CH2:34][CH3:35])=[C:14]([CH2:27][CH2:28][CH3:29])[C:15]([CH2:24][CH2:25][CH3:26])=[C:16]([CH2:21][CH2:22][CH3:23])[C:17]=4[CH2:18][CH2:19][CH3:20])[CH:40]=1. Given the reactants C([Li])CCC.[CH2:6]([C:12]1[C:17]([CH2:18][CH2:19][CH3:20])=[C:16]([CH2:21][CH2:22][CH3:23])[C:15]([CH2:24][CH2:25][CH3:26])=[C:14]([CH2:27][CH2:28][CH3:29])[C:13]=1[CH2:30][C:31]#[C:32][CH2:33][CH2:34][CH3:35])[C:7]#[C:8][CH2:9][CH2:10][CH3:11].I[C:37]1[CH:42]=[CH:41][C:40](I)=[C:39]([I:44])[C:38]=1[I:45].CN1C(=O)N(C)CCC1.Cl, predict the reaction product. (2) Given the reactants [CH:1]1[C:6]([C@H:7]2[C@H:12]([CH2:13][O:14][C:15]3[CH:16]=[CH:17][C:18]4[O:23][CH2:22][O:21][C:19]=4[CH:20]=3)[CH2:11][NH:10][CH2:9][CH2:8]2)=[CH:5][CH:4]=[C:3]([F:24])[CH:2]=1.Cl.CC(O)C.C1(C)C=CC=CC=1.[OH-].[K+], predict the reaction product. The product is: [CH:5]1[C:6]([C@H:7]2[C@H:12]([CH2:13][O:14][C:15]3[CH:16]=[CH:17][C:18]4[O:23][CH2:22][O:21][C:19]=4[CH:20]=3)[CH2:11][NH:10][CH2:9][CH2:8]2)=[CH:1][CH:2]=[C:3]([F:24])[CH:4]=1. (3) Given the reactants C[O:2][C:3]([C:5]1[CH:14]=[CH:13][C:12]2[N:11]([CH2:15][CH2:16][CH:17]([CH3:19])[CH3:18])[CH:10]([C:20]3[CH:25]=[CH:24][C:23]([F:26])=[C:22]([Cl:27])[CH:21]=3)[CH2:9][C:8]([CH2:29][CH3:30])([CH3:28])[C:7]=2[N:6]=1)=[O:4].[OH-].[Na+], predict the reaction product. The product is: [Cl:27][C:22]1[CH:21]=[C:20]([CH:10]2[CH2:9][C:8]([CH2:29][CH3:30])([CH3:28])[C:7]3[N:6]=[C:5]([C:3]([OH:4])=[O:2])[CH:14]=[CH:13][C:12]=3[N:11]2[CH2:15][CH2:16][CH:17]([CH3:18])[CH3:19])[CH:25]=[CH:24][C:23]=1[F:26]. (4) Given the reactants [CH2:1]([O:8][N:9](C(OC(C)(C)C)=O)[C@H:10]1[CH2:15][N:14]([C:16]([O:18][CH2:19][CH:20]2[C:32]3[CH:31]=[CH:30][CH:29]=[CH:28][C:27]=3[C:26]3[C:21]2=[CH:22][CH:23]=[CH:24][CH:25]=3)=[O:17])[CH:13]([C:33](=[O:35])[NH2:34])[C:12]([CH2:36][O:37][Si:38]([C:41]([CH3:44])([CH3:43])[CH3:42])([CH3:40])[CH3:39])=[CH:11]1)[C:2]1[CH:7]=[CH:6][CH:5]=[CH:4][CH:3]=1, predict the reaction product. The product is: [CH2:1]([O:8][NH:9][C@H:10]1[CH2:15][N:14]([C:16]([O:18][CH2:19][CH:20]2[C:21]3[CH:22]=[CH:23][CH:24]=[CH:25][C:26]=3[C:27]3[C:32]2=[CH:31][CH:30]=[CH:29][CH:28]=3)=[O:17])[CH:13]([C:33](=[O:35])[NH2:34])[C:12]([CH2:36][O:37][Si:38]([C:41]([CH3:44])([CH3:43])[CH3:42])([CH3:39])[CH3:40])=[CH:11]1)[C:2]1[CH:7]=[CH:6][CH:5]=[CH:4][CH:3]=1.